From a dataset of Catalyst prediction with 721,799 reactions and 888 catalyst types from USPTO. Predict which catalyst facilitates the given reaction. (1) Reactant: O=C1C2C(=CC=CC=2)C(=O)[N:3]1[CH2:12][CH:13]1[CH2:18][CH2:17][CH2:16][CH:15]([NH:19][C:20](=[O:26])[O:21][C:22]([CH3:25])([CH3:24])[CH3:23])[CH2:14]1.O.NN. Product: [NH2:3][CH2:12][CH:13]1[CH2:18][CH2:17][CH2:16][CH:15]([NH:19][C:20](=[O:26])[O:21][C:22]([CH3:24])([CH3:23])[CH3:25])[CH2:14]1. The catalyst class is: 653. (2) Reactant: [NH2:1][C:2]1[N:7]=[CH:6][C:5]([C:8]2[CH:9]=[CH:10][C:11]3[N:12]([CH:14]=[C:15]([NH:17][C:18](=[O:20])[CH3:19])[N:16]=3)[CH:13]=2)=[CH:4][C:3]=1[C:21]([F:24])([F:23])[F:22].C1C(=O)N([Br:32])C(=O)C1.[O-]S([O-])(=S)=O.[Na+].[Na+].O. Product: [NH2:1][C:2]1[N:7]=[CH:6][C:5]([C:8]2[CH:9]=[CH:10][C:11]3[N:12]([C:14]([Br:32])=[C:15]([NH:17][C:18](=[O:20])[CH3:19])[N:16]=3)[CH:13]=2)=[CH:4][C:3]=1[C:21]([F:23])([F:22])[F:24]. The catalyst class is: 115. (3) Reactant: [CH:1]1[C:6]2[O:7][C:8]3[C:9]4[C:14]([N:15]=[C:16]5[C:21]=3[CH:20]=[CH:19][CH:18]=[CH:17]5)=[CH:13][CH:12]=[CH:11][C:10]=4[C:5]=2[CH:4]=[CH:3][CH:2]=1.IC.[Cl:24][CH2:25]Cl. Product: [Cl-:24].[CH3:25][N+:15]1[C:14]2[C:9]3=[C:10]([C:5]4[CH:4]=[CH:3][CH:2]=[CH:1][C:6]=4[O:7][C:8]3=[C:21]3[C:16]=1[CH:17]=[CH:18][CH:19]=[CH:20]3)[CH:11]=[CH:12][CH:13]=2. The catalyst class is: 5.